Predict the product of the given reaction. From a dataset of Forward reaction prediction with 1.9M reactions from USPTO patents (1976-2016). (1) Given the reactants [NH2:1][C@H:2]([CH2:22][C:23]1[CH:28]=[CH:27][C:26]([Cl:29])=[CH:25][CH:24]=1)[C:3]([N:5]1[CH2:10][CH2:9][CH:8]([C:11]2[CH:16]=[CH:15][CH:14]=[CH:13][C:12]=2[NH:17][S:18]([CH3:21])(=[O:20])=[O:19])[CH2:7][CH2:6]1)=[O:4].C1C=NC2N([OH:39])N=NC=2C=1.C(Cl)CCl.C[CH2:45][N:46]([CH:50]([CH3:52])[CH3:51])[CH:47]([CH3:49])C, predict the reaction product. The product is: [Cl:29][C:26]1[CH:25]=[CH:24][C:23]([CH2:22][C@@H:2]([NH:1][C:52]([C@@H:50]2[CH2:51][CH2:49][CH2:47][N:46]2[CH3:45])=[O:39])[C:3]([N:5]2[CH2:10][CH2:9][CH:8]([C:11]3[CH:16]=[CH:15][CH:14]=[CH:13][C:12]=3[NH:17][S:18]([CH3:21])(=[O:19])=[O:20])[CH2:7][CH2:6]2)=[O:4])=[CH:28][CH:27]=1. (2) Given the reactants ClC1C=C(C=CC=1)C(OO)=[O:6].[CH2:12]([C:15]1[CH:22]=[CH:21][C:18]([C:19]#[N:20])=[CH:17][CH:16]=1)[CH:13]=[CH2:14], predict the reaction product. The product is: [O:6]1[CH2:14][CH:13]1[CH2:12][C:15]1[CH:16]=[CH:17][C:18]([C:19]#[N:20])=[CH:21][CH:22]=1. (3) Given the reactants [CH2:1]([O:8][C:9]1[CH:10]=[C:11]2[C:16](=[CH:17][CH:18]=1)[C:15](=[O:19])[N:14]([CH2:20][CH:21]([CH3:23])[CH3:22])[C:13]([CH2:24]O)=[C:12]2[C:26]1[CH:31]=[CH:30][C:29]([Cl:32])=[CH:28][CH:27]=1)[C:2]1[CH:7]=[CH:6][CH:5]=[CH:4][CH:3]=1.S(Cl)([Cl:35])=O.C(=O)([O-])O.[Na+], predict the reaction product. The product is: [CH2:1]([O:8][C:9]1[CH:10]=[C:11]2[C:16](=[CH:17][CH:18]=1)[C:15](=[O:19])[N:14]([CH2:20][CH:21]([CH3:23])[CH3:22])[C:13]([CH2:24][Cl:35])=[C:12]2[C:26]1[CH:31]=[CH:30][C:29]([Cl:32])=[CH:28][CH:27]=1)[C:2]1[CH:7]=[CH:6][CH:5]=[CH:4][CH:3]=1. (4) Given the reactants [F:1][C:2]1[CH:7]=[CH:6][CH:5]=[CH:4][C:3]=1[N:8]1[CH2:13][CH2:12][N:11]([C:14](=[NH:27])[CH2:15][N:16]2[C:20]([CH3:21])=[CH:19][CH:18]=[C:17]2[C:22]([O:24]CC)=O)[CH2:10][CH2:9]1.C(N(CC)C(C)C)(C)C, predict the reaction product. The product is: [F:1][C:2]1[CH:7]=[CH:6][CH:5]=[CH:4][C:3]=1[N:8]1[CH2:9][CH2:10][N:11]([C:14]2[NH:27][C:22](=[O:24])[C:17]3[N:16]([C:20]([CH3:21])=[CH:19][CH:18]=3)[CH:15]=2)[CH2:12][CH2:13]1. (5) The product is: [C:16]([O:15][C:13](=[O:14])[NH:20][CH2:21][CH2:22][NH:23][C:2]1[C:7]([N+:8]([O-:10])=[O:9])=[CH:6][CH:5]=[C:4]([O:11][CH3:12])[N:3]=1)([CH3:19])([CH3:17])[CH3:18]. Given the reactants Cl[C:2]1[C:7]([N+:8]([O-:10])=[O:9])=[CH:6][CH:5]=[C:4]([O:11][CH3:12])[N:3]=1.[C:13]([NH:20][CH2:21][CH2:22][NH2:23])([O:15][C:16]([CH3:19])([CH3:18])[CH3:17])=[O:14], predict the reaction product. (6) Given the reactants [CH2:1]([N:3]([CH2:37][CH3:38])[CH2:4][CH2:5][CH2:6][NH:7][C:8]1[N:9]=[C:10]([C:27]2[CH:28]=[C:29]([CH:33]=[CH:34][C:35]=2[CH3:36])[C:30](O)=[O:31])[C:11]2[CH:17]=[CH:16][C:15](=[O:18])[N:14]([C:19]3[C:24]([F:25])=[CH:23][CH:22]=[CH:21][C:20]=3[F:26])[C:12]=2[N:13]=1)[CH3:2].CN(C(ON1N=NC2C=CC=CC1=2)=[N+](C)C)C.F[P-](F)(F)(F)(F)F.C(N(CC)CC)C.[CH3:70][CH:71]([CH3:75])[C@H:72]([NH2:74])[CH3:73], predict the reaction product. The product is: [CH2:37]([N:3]([CH2:1][CH3:2])[CH2:4][CH2:5][CH2:6][NH:7][C:8]1[N:9]=[C:10]([C:27]2[CH:28]=[C:29]([CH:33]=[CH:34][C:35]=2[CH3:36])[C:30]([NH:74][C@H:72]([CH3:73])[CH:71]([CH3:75])[CH3:70])=[O:31])[C:11]2[CH:17]=[CH:16][C:15](=[O:18])[N:14]([C:19]3[C:24]([F:25])=[CH:23][CH:22]=[CH:21][C:20]=3[F:26])[C:12]=2[N:13]=1)[CH3:38].